Dataset: HIV replication inhibition screening data with 41,000+ compounds from the AIDS Antiviral Screen. Task: Binary Classification. Given a drug SMILES string, predict its activity (active/inactive) in a high-throughput screening assay against a specified biological target. (1) The drug is CC1=COC(=O)c2ccccc2N1. The result is 0 (inactive). (2) The molecule is COc1ccc2c(c1)CCC1=C(C)C(=O)CCC12.COc1ccc2c(c1)CCC1=C2CCC(=O)C1C. The result is 0 (inactive).